Dataset: Peptide-MHC class II binding affinity with 134,281 pairs from IEDB. Task: Regression. Given a peptide amino acid sequence and an MHC pseudo amino acid sequence, predict their binding affinity value. This is MHC class II binding data. The peptide sequence is GNGVVALRNAQLVTF. The MHC is DRB1_1201 with pseudo-sequence DRB1_1201. The binding affinity (normalized) is 0.598.